Dataset: Forward reaction prediction with 1.9M reactions from USPTO patents (1976-2016). Task: Predict the product of the given reaction. Given the reactants [CH2:1](Br)[C:2]1[CH:7]=[CH:6][CH:5]=[CH:4][CH:3]=1.[OH:9][C:10]1[CH:11]=[C:12]([CH:15]=[CH:16][C:17]=1[OH:18])[CH:13]=[O:14].C(=O)([O-])[O-].[Cs+].[Cs+], predict the reaction product. The product is: [OH:9][C:10]1[CH:11]=[C:12]([CH:15]=[CH:16][C:17]=1[O:18][CH2:1][C:2]1[CH:7]=[CH:6][CH:5]=[CH:4][CH:3]=1)[CH:13]=[O:14].